Dataset: Reaction yield outcomes from USPTO patents with 853,638 reactions. Task: Predict the reaction yield, written as a fraction of the theoretical maximum amount of product (1.0 means a 100% yield; for example, 0.34 means a 34% yield). (1) The product is [ClH:10].[Cl:10][C:11]1[C:18]([F:19])=[CH:17][CH:16]=[CH:15][C:12]=1[CH2:13][NH2:14]. The reactants are [BH4-].[Na+].C(O)(C(F)(F)F)=O.[Cl:10][C:11]1[C:18]([F:19])=[CH:17][CH:16]=[CH:15][C:12]=1[C:13]#[N:14]. The catalyst is C1COCC1. The yield is 0.840. (2) The reactants are [NH2:1][C:2]1[C:11]2[C:6](=[C:7](Br)[CH:8]=[CH:9][CH:10]=2)[N:5]=[N:4][C:3]=1[C:13]([NH:15][CH:16]1[CH2:18][CH2:17]1)=[O:14].[F:19][C:20]1[CH:25]=[CH:24][CH:23]=[C:22]([O:26][CH3:27])[C:21]=1B(O)O. No catalyst specified. The product is [NH2:1][C:2]1[C:11]2[C:6](=[C:7]([C:21]3[C:22]([O:26][CH3:27])=[CH:23][CH:24]=[CH:25][C:20]=3[F:19])[CH:8]=[CH:9][CH:10]=2)[N:5]=[N:4][C:3]=1[C:13]([NH:15][CH:16]1[CH2:18][CH2:17]1)=[O:14]. The yield is 0.600. (3) The reactants are [Cl-].[Ce+3].[Cl-].[Cl-].C[Li].C(O[CH2:10][CH3:11])C.[C:12](=[O:14])=O.[CH3:15]C(C)=O.[Br:19][C:20]1[CH:21]=[C:22]([CH:25]=[CH:26][CH:27]=1)C#N.[NH4+:28].[OH-:29].C(OC(O[C:41]([CH3:44])([CH3:43])[CH3:42])=O)(O[C:41]([CH3:44])([CH3:43])[CH3:42])=O.C(O)(=O)CC(CC(O)=O)(C(O)=O)O. The catalyst is O1CCCC1.C1(C)C=CC=CC=1. The product is [Br:19][C:20]1[CH:27]=[C:26]([C:10]([NH:28][C:12](=[O:14])[O:29][C:41]([CH3:42])([CH3:43])[CH3:44])([CH3:11])[CH3:15])[CH:25]=[CH:22][CH:21]=1. The yield is 0.860.